This data is from Retrosynthesis with 50K atom-mapped reactions and 10 reaction types from USPTO. The task is: Predict the reactants needed to synthesize the given product. Given the product CC(=O)c1cnc2ccc(-c3cc(Cl)c(O)c(Cl)c3)cc2c1Nc1cccc(CCN(C)C)c1, predict the reactants needed to synthesize it. The reactants are: CC(=O)c1cnc2ccc(Br)cc2c1Nc1cccc(CCN(C)C)c1.CC1(C)OB(c2cc(Cl)c(O)c(Cl)c2)OC1(C)C.